This data is from Full USPTO retrosynthesis dataset with 1.9M reactions from patents (1976-2016). The task is: Predict the reactants needed to synthesize the given product. (1) Given the product [S:8]1[CH:9]=[C:5]([CH2:28][CH2:24][CH:25]([OH:14])[CH2:26][OH:27])[N:6]=[CH:7]1, predict the reactants needed to synthesize it. The reactants are: C([C:5]1[N:6]=[CH:7][S:8][CH:9]=1)CC=C.C[N+]1([O-])CC[O:14]CC1.[O-]S([O-])=O.[Na+].[Na+].[CH2:24]1[CH2:28][O:27][CH2:26][CH2:25]1. (2) Given the product [ClH:39].[ClH:39].[CH2:1]([N:8]1[CH2:9][CH2:10][CH:11]([CH2:14][CH2:15][C:16]2[C:20]3[CH:21]=[CH:22][C:23]([O:29][CH2:30][C:31]4[CH:32]=[CH:33][C:34]([C:35]#[N:36])=[CH:37][CH:38]=4)=[C:24]([CH2:25][N:26]([CH3:27])[CH3:28])[C:19]=3[O:18][N:17]=2)[CH2:12][CH2:13]1)[C:2]1[CH:3]=[CH:4][CH:5]=[CH:6][CH:7]=1, predict the reactants needed to synthesize it. The reactants are: [CH2:1]([N:8]1[CH2:13][CH2:12][CH:11]([CH2:14][CH2:15][C:16]2[C:20]3[CH:21]=[CH:22][C:23]([O:29][CH2:30][C:31]4[CH:38]=[CH:37][C:34]([C:35]#[N:36])=[CH:33][CH:32]=4)=[C:24]([CH2:25][N:26]([CH3:28])[CH3:27])[C:19]=3[O:18][N:17]=2)[CH2:10][CH2:9]1)[C:2]1[CH:7]=[CH:6][CH:5]=[CH:4][CH:3]=1.[ClH:39]. (3) The reactants are: [Cl:1][C:2]1[CH:7]=[C:6]([C:8]2[O:12][CH:11]=[N:10][CH:9]=2)[C:5]([O:13][CH3:14])=[CH:4][C:3]=1[NH:15][C:16](=[O:30])[C@H:17]([NH:22]C(=O)OC(C)(C)C)[CH2:18][CH:19]([CH3:21])[CH3:20].C(O)(C(F)(F)F)=O. Given the product [NH2:22][C@H:17]([CH2:18][CH:19]([CH3:21])[CH3:20])[C:16]([NH:15][C:3]1[CH:4]=[C:5]([O:13][CH3:14])[C:6]([C:8]2[O:12][CH:11]=[N:10][CH:9]=2)=[CH:7][C:2]=1[Cl:1])=[O:30], predict the reactants needed to synthesize it. (4) Given the product [CH2:1]([O:3][C:4](=[O:18])[CH:5]([CH2:9][N:10]1[C:11]2=[N:12][CH:13]=[CH:14][CH:15]=[C:16]2[NH:17][C:24]1=[O:25])[CH2:6][CH2:7][CH3:8])[CH3:2], predict the reactants needed to synthesize it. The reactants are: [CH2:1]([O:3][C:4](=[O:18])[CH:5]([CH2:9][NH:10][C:11]1[C:16]([NH2:17])=[CH:15][CH:14]=[CH:13][N:12]=1)[CH2:6][CH2:7][CH3:8])[CH3:2].C1N=CN([C:24](N2C=NC=C2)=[O:25])C=1.